Dataset: Reaction yield outcomes from USPTO patents with 853,638 reactions. Task: Predict the reaction yield, written as a fraction of the theoretical maximum amount of product (1.0 means a 100% yield; for example, 0.34 means a 34% yield). (1) The reactants are [CH3:1][N:2]1[C:10](=[O:11])[C:9]2[C:4](=[CH:5][C:6]([C:12]([O:14]C)=[O:13])=[CH:7][CH:8]=2)[N:3]1C(OCC)=O.[OH-].[K+]. The catalyst is C(O)C. The product is [CH3:1][N:2]1[C:10](=[O:11])[C:9]2[C:4](=[CH:5][C:6]([C:12]([OH:14])=[O:13])=[CH:7][CH:8]=2)[NH:3]1. The yield is 0.550. (2) The reactants are [CH3:1][C@@H:2]1[CH2:7][NH:6][CH2:5][CH2:4][NH:3]1.Cl[C:9]1[CH:14]=[CH:13][CH:12]=[CH:11][N:10]=1. The catalyst is C1(C)C(C)=CC=CC=1. The product is [CH3:1][C@H:2]1[NH:3][CH2:4][CH2:5][N:6]([C:9]2[CH:14]=[CH:13][CH:12]=[CH:11][N:10]=2)[CH2:7]1. The yield is 0.400. (3) The reactants are Cl.[CH2:2]([O:9][C:10]1[CH:15]=[CH:14][C:13]([N:16]([CH2:27][CH2:28][O:29][Si](C(C)(C)C)(C)C)[C:17]([C:19]2[C:20]([Cl:26])=[N:21][CH:22]=[N:23][C:24]=2[Cl:25])=[O:18])=[CH:12][C:11]=1[F:37])[C:3]1[CH:8]=[CH:7][CH:6]=[CH:5][CH:4]=1. The catalyst is CO. The product is [CH2:2]([O:9][C:10]1[CH:15]=[CH:14][C:13]([N:16]([CH2:27][CH2:28][OH:29])[C:17]([C:19]2[C:24]([Cl:25])=[N:23][CH:22]=[N:21][C:20]=2[Cl:26])=[O:18])=[CH:12][C:11]=1[F:37])[C:3]1[CH:8]=[CH:7][CH:6]=[CH:5][CH:4]=1. The yield is 0.850. (4) The reactants are C[O:2][C:3]([C:5]1[S:6][C:7]([C:27]2[CH:32]=[CH:31][CH:30]=[CH:29][CH:28]=2)=[CH:8][C:9]=1[N:10]([C:17]([CH:19]1[CH2:24][CH2:23][CH:22]([CH3:25])[CH2:21][CH:20]1[OH:26])=[O:18])[CH:11]1[CH2:16][CH2:15][O:14][CH2:13][CH2:12]1)=[O:4].O.[Li+].[OH-]. The catalyst is O1CCOCC1. The product is [OH:26][CH:20]1[CH2:21][CH:22]([CH3:25])[CH2:23][CH2:24][CH:19]1[C:17]([N:10]([CH:11]1[CH2:16][CH2:15][O:14][CH2:13][CH2:12]1)[C:9]1[CH:8]=[C:7]([C:27]2[CH:28]=[CH:29][CH:30]=[CH:31][CH:32]=2)[S:6][C:5]=1[C:3]([OH:4])=[O:2])=[O:18]. The yield is 0.520.